This data is from Full USPTO retrosynthesis dataset with 1.9M reactions from patents (1976-2016). The task is: Predict the reactants needed to synthesize the given product. Given the product [Br:1][C:2]1[CH:3]=[N:4][C:5]([N:9]2[CH2:14][CH2:13][CH:12]([OH:15])[CH2:11][CH2:10]2)=[N:6][CH:7]=1, predict the reactants needed to synthesize it. The reactants are: [Br:1][C:2]1[CH:3]=[N:4][C:5](Cl)=[N:6][CH:7]=1.[NH:9]1[CH2:14][CH2:13][CH:12]([OH:15])[CH2:11][CH2:10]1.C(N(CC)CC)C.